From a dataset of NCI-60 drug combinations with 297,098 pairs across 59 cell lines. Regression. Given two drug SMILES strings and cell line genomic features, predict the synergy score measuring deviation from expected non-interaction effect. (1) Drug 1: CC1=C2C(C(=O)C3(C(CC4C(C3C(C(C2(C)C)(CC1OC(=O)C(C(C5=CC=CC=C5)NC(=O)OC(C)(C)C)O)O)OC(=O)C6=CC=CC=C6)(CO4)OC(=O)C)O)C)O. Drug 2: C(CCl)NC(=O)N(CCCl)N=O. Cell line: HL-60(TB). Synergy scores: CSS=19.6, Synergy_ZIP=-0.125, Synergy_Bliss=-0.357, Synergy_Loewe=15.7, Synergy_HSA=0.353. (2) Cell line: CAKI-1. Drug 2: CC1=C(C(CCC1)(C)C)C=CC(=CC=CC(=CC(=O)O)C)C. Drug 1: C1C(C(OC1N2C=C(C(=O)NC2=O)F)CO)O. Synergy scores: CSS=22.6, Synergy_ZIP=-6.36, Synergy_Bliss=-2.26, Synergy_Loewe=0.366, Synergy_HSA=1.89. (3) Drug 1: COC1=C(C=C2C(=C1)N=CN=C2NC3=CC(=C(C=C3)F)Cl)OCCCN4CCOCC4. Drug 2: CC1C(C(CC(O1)OC2CC(CC3=C2C(=C4C(=C3O)C(=O)C5=CC=CC=C5C4=O)O)(C(=O)C)O)N)O. Cell line: MDA-MB-231. Synergy scores: CSS=45.0, Synergy_ZIP=3.04, Synergy_Bliss=3.31, Synergy_Loewe=-16.6, Synergy_HSA=5.15. (4) Drug 1: C1=NC(=NC(=O)N1C2C(C(C(O2)CO)O)O)N. Drug 2: C1C(C(OC1N2C=NC(=NC2=O)N)CO)O. Cell line: HS 578T. Synergy scores: CSS=23.3, Synergy_ZIP=-2.91, Synergy_Bliss=0.707, Synergy_Loewe=-1.55, Synergy_HSA=1.03.